From a dataset of Forward reaction prediction with 1.9M reactions from USPTO patents (1976-2016). Predict the product of the given reaction. Given the reactants [O:1]=[C:2]([CH3:10])[CH2:3][CH2:4][C:5]([O:7][CH2:8][CH3:9])=[O:6].[Br:11]Br.S([O-])([O-])(=O)=S.[Na+].[Na+], predict the reaction product. The product is: [Br:11][CH:3]([C:2](=[O:1])[CH3:10])[CH2:4][C:5]([O:7][CH2:8][CH3:9])=[O:6].